Dataset: Reaction yield outcomes from USPTO patents with 853,638 reactions. Task: Predict the reaction yield, written as a fraction of the theoretical maximum amount of product (1.0 means a 100% yield; for example, 0.34 means a 34% yield). (1) The reactants are COC(=O)[O:4][C:5]1[CH:10]=[C:9]([N+:11]([O-:13])=[O:12])[C:8]([C:14]([CH3:17])([CH3:16])[CH3:15])=[CH:7][C:6]=1[C:18]([CH3:21])([CH3:20])[CH3:19].COC(=O)OC1C([N+]([O-])=O)=CC(C(C)(C)C)=CC=1C(C)(C)C.[OH-].[K+].Cl. The yield is 0.290. The catalyst is CO. The product is [C:18]([C:6]1[CH:7]=[C:8]([C:14]([CH3:16])([CH3:15])[CH3:17])[C:9]([N+:11]([O-:13])=[O:12])=[CH:10][C:5]=1[OH:4])([CH3:19])([CH3:20])[CH3:21]. (2) The reactants are C(OC(=O)[NH:7][C:8]1[CH:13]=[CH:12][C:11]([O:14][C:15]2[CH:20]=[CH:19][C:18]([C:21](=[O:30])[NH:22][C:23]3[CH:28]=[CH:27][C:26]([Cl:29])=[CH:25][N:24]=3)=[CH:17][C:16]=2[NH:31][C:32]2[C:33]3[CH:41]=[CH:40][C:39]([CH:42]([CH3:44])[CH3:43])=[N:38][C:34]=3[N:35]=[CH:36][N:37]=2)=[CH:10][CH:9]=1)(C)(C)C.FC(F)(F)C(O)=O. The catalyst is C(Cl)Cl. The product is [NH2:7][C:8]1[CH:13]=[CH:12][C:11]([O:14][C:15]2[CH:20]=[CH:19][C:18]([C:21]([NH:22][C:23]3[CH:28]=[CH:27][C:26]([Cl:29])=[CH:25][N:24]=3)=[O:30])=[CH:17][C:16]=2[NH:31][C:32]2[C:33]3[CH:41]=[CH:40][C:39]([CH:42]([CH3:43])[CH3:44])=[N:38][C:34]=3[N:35]=[CH:36][N:37]=2)=[CH:10][CH:9]=1. The yield is 0.760. (3) The yield is 0.740. The product is [CH3:15][C:16]1([CH3:30])[CH2:21][O:20][B:19]([C:2]2[CH:7]=[CH:6][C:5]([C:8]([OH:14])([CH3:13])[C:9]([F:12])([F:11])[F:10])=[CH:4][CH:3]=2)[O:18][CH2:17]1. The catalyst is O.C1C=CC(P(C2C=CC=CC=2)[C-]2C=CC=C2)=CC=1.C1C=CC(P(C2C=CC=CC=2)[C-]2C=CC=C2)=CC=1.Cl[Pd]Cl.[Fe+2]. The reactants are Br[C:2]1[CH:7]=[CH:6][C:5]([C:8]([OH:14])([CH3:13])[C:9]([F:12])([F:11])[F:10])=[CH:4][CH:3]=1.[CH3:15][C:16]1([CH3:30])[CH2:21][O:20][B:19]([B:19]2[O:20][CH2:21][C:16]([CH3:30])([CH3:15])[CH2:17][O:18]2)[O:18][CH2:17]1.C([O-])(=O)C.[K+].